Dataset: Reaction yield outcomes from USPTO patents with 853,638 reactions. Task: Predict the reaction yield, written as a fraction of the theoretical maximum amount of product (1.0 means a 100% yield; for example, 0.34 means a 34% yield). The reactants are [F:1][C:2]1[CH:3]=[C:4]([CH:15]([CH3:20])[C:16]([O:18][CH3:19])=[O:17])[CH:5]=[CH:6][C:7]=1[C:8]1[CH:13]=[CH:12][CH:11]=[C:10]([OH:14])[CH:9]=1.[CH2:21]([N:24]=[C:25]=[O:26])[CH2:22][CH3:23]. No catalyst specified. The product is [F:1][C:2]1[CH:3]=[C:4]([CH:15]([CH3:20])[C:16]([O:18][CH3:19])=[O:17])[CH:5]=[CH:6][C:7]=1[C:8]1[CH:13]=[CH:12][CH:11]=[C:10]([O:14][C:25](=[O:26])[NH:24][CH2:21][CH2:22][CH3:23])[CH:9]=1. The yield is 0.480.